Dataset: Full USPTO retrosynthesis dataset with 1.9M reactions from patents (1976-2016). Task: Predict the reactants needed to synthesize the given product. (1) Given the product [F:1][C:2]1[CH:7]=[CH:6][C:5]([CH2:8][C:9]2[CH:18]=[C:17]3[C:12]([C:13]([OH:33])=[C:14]([C:28]([NH:34][CH2:35][C:36]([CH3:40])([CH3:39])[CH2:37][OH:38])=[O:29])[C:15](=[O:27])[N:16]3[CH2:19][C:20](=[O:26])[N:21]3[CH2:25][CH2:24][CH2:23][CH2:22]3)=[N:11][CH:10]=2)=[CH:4][CH:3]=1, predict the reactants needed to synthesize it. The reactants are: [F:1][C:2]1[CH:7]=[CH:6][C:5]([CH2:8][C:9]2[CH:18]=[C:17]3[C:12]([C:13]([OH:33])=[C:14]([C:28](OCC)=[O:29])[C:15](=[O:27])[N:16]3[CH2:19][C:20](=[O:26])[N:21]3[CH2:25][CH2:24][CH2:23][CH2:22]3)=[N:11][CH:10]=2)=[CH:4][CH:3]=1.[NH2:34][CH2:35][C:36]([CH3:40])([CH3:39])[CH2:37][OH:38]. (2) Given the product [CH3:24][C@H:19]1[NH:20][C@@H:21]([CH3:23])[CH2:22][N:17]([C:15]2[CH:14]=[CH:13][C:12]([O:25][CH3:26])=[C:11]([NH:10][S:7]([C:5]3[S:6][C:2]([C:29]4[CH:30]=[CH:31][CH:32]=[CH:33][C:28]=4[F:27])=[CH:3][CH:4]=3)(=[O:9])=[O:8])[CH:16]=2)[CH2:18]1, predict the reactants needed to synthesize it. The reactants are: Br[C:2]1[S:6][C:5]([S:7]([NH:10][C:11]2[CH:16]=[C:15]([N:17]3[CH2:22][C@H:21]([CH3:23])[NH:20][C@H:19]([CH3:24])[CH2:18]3)[CH:14]=[CH:13][C:12]=2[O:25][CH3:26])(=[O:9])=[O:8])=[CH:4][CH:3]=1.[F:27][C:28]1[CH:33]=[CH:32][CH:31]=[CH:30][C:29]=1B(O)O.CC(C)([O-])C.[K+]. (3) Given the product [Br:24][CH2:11][C:8]([C:6]1[CH:5]=[N:4][N:3]([CH2:1][CH3:2])[CH:7]=1)=[O:10], predict the reactants needed to synthesize it. The reactants are: [CH2:1]([N:3]1[CH:7]=[C:6]([C:8]([OH:10])=O)[CH:5]=[N:4]1)[CH3:2].[C:11](Cl)(=O)C(Cl)=O.C[Si](C=[N+]=[N-])(C)C.[BrH:24]. (4) Given the product [F:12][C:9]([F:10])([F:11])[C:7]1[CH:6]=[C:5]([C@H:13]([O:15][C@H:16]2[CH2:20][N:19]([C:21]([O:23][C:24]([CH3:26])([CH3:25])[CH3:27])=[O:22])[C@@H:18](/[CH:66]=[CH:46]/[C:44]([O:43][C:39]([CH3:40])([CH3:41])[CH3:42])=[O:45])[C@@H:17]2[C:30]2[CH:35]=[CH:34][C:33]([F:36])=[CH:32][CH:31]=2)[CH3:14])[CH:4]=[C:3]([C:2]([F:1])([F:37])[F:38])[CH:8]=1, predict the reactants needed to synthesize it. The reactants are: [F:1][C:2]([F:38])([F:37])[C:3]1[CH:4]=[C:5]([C@H:13]([O:15][C@H:16]2[CH2:20][N:19]([C:21]([O:23][C:24]([CH3:27])([CH3:26])[CH3:25])=[O:22])[C@@H:18](C=O)[C@@H:17]2[C:30]2[CH:35]=[CH:34][C:33]([F:36])=[CH:32][CH:31]=2)[CH3:14])[CH:6]=[C:7]([C:9]([F:12])([F:11])[F:10])[CH:8]=1.[C:39]([O:43][C:44]([CH:46]=P(C1C=CC=CC=1)(C1C=CC=CC=1)C1C=CC=CC=1)=[O:45])([CH3:42])([CH3:41])[CH3:40].[CH2:66](Cl)Cl. (5) Given the product [CH3:16][O:17][C:18]1[CH:24]=[CH:23][C:22]([O:25][CH3:26])=[CH:21][C:19]=1[NH:20][S:12]([C:9]1[CH:10]=[CH:11][C:6]([CH2:5][NH:4][C:1](=[O:3])[CH3:2])=[CH:7][CH:8]=1)(=[O:14])=[O:13], predict the reactants needed to synthesize it. The reactants are: [C:1]([NH:4][CH2:5][C:6]1[CH:11]=[CH:10][C:9]([S:12](Cl)(=[O:14])=[O:13])=[CH:8][CH:7]=1)(=[O:3])[CH3:2].[CH3:16][O:17][C:18]1[CH:24]=[CH:23][C:22]([O:25][CH3:26])=[CH:21][C:19]=1[NH2:20].N1C=CC=CC=1.